From a dataset of Forward reaction prediction with 1.9M reactions from USPTO patents (1976-2016). Predict the product of the given reaction. Given the reactants C[O:2][C:3]([C:5]1([N:8]2[C:12]3[N:13]=[CH:14][N:15]=[CH:16][C:11]=3[CH:10]=[CH:9]2)[CH2:7][CH2:6]1)=O.[BH4-].[Na+], predict the reaction product. The product is: [N:13]1[C:12]2[N:8]([C:5]3([CH2:3][OH:2])[CH2:6][CH2:7]3)[CH:9]=[CH:10][C:11]=2[CH:16]=[N:15][CH:14]=1.